From a dataset of Forward reaction prediction with 1.9M reactions from USPTO patents (1976-2016). Predict the product of the given reaction. (1) Given the reactants [Cl:1][C:2]1[CH:3]=[C:4]([C:12]2([C:32]([F:35])([F:34])[F:33])[O:16][N:15]=[C:14]([C:17]3[CH:27]=[CH:26][C:20]([C:21]([O:23]CC)=[O:22])=[C:19]([C:28]([F:31])([F:30])[F:29])[CH:18]=3)[CH2:13]2)[CH:5]=[C:6]([C:8]([F:11])([F:10])[F:9])[CH:7]=1.[OH-].[Na+].Cl, predict the reaction product. The product is: [Cl:1][C:2]1[CH:3]=[C:4]([C:12]2([C:32]([F:34])([F:33])[F:35])[O:16][N:15]=[C:14]([C:17]3[CH:27]=[CH:26][C:20]([C:21]([OH:23])=[O:22])=[C:19]([C:28]([F:30])([F:31])[F:29])[CH:18]=3)[CH2:13]2)[CH:5]=[C:6]([C:8]([F:11])([F:10])[F:9])[CH:7]=1. (2) Given the reactants [N:1]1[C:10]2[C:5](=[CH:6][CH:7]=[CH:8][CH:9]=2)[CH:4]=[N:3][CH:2]=1.C1C(=O)N([I:18])C(=O)C1, predict the reaction product. The product is: [I:18][C:7]1[CH:6]=[C:5]2[C:10](=[CH:9][CH:8]=1)[N:1]=[CH:2][N:3]=[CH:4]2. (3) Given the reactants C([O:3][C:4](=[O:27])[CH2:5][O:6][C:7]1[CH:12]=[CH:11][C:10]([NH:13][C:14]([C:16]2[C:24]3[C:23](=[O:25])[CH2:22][CH2:21][CH2:20][C:19]=3[NH:18][CH:17]=2)=[O:15])=[CH:9][C:8]=1[F:26])C.[OH-].[Na+], predict the reaction product. The product is: [F:26][C:8]1[CH:9]=[C:10]([NH:13][C:14]([C:16]2[C:24]3[C:23](=[O:25])[CH2:22][CH2:21][CH2:20][C:19]=3[NH:18][CH:17]=2)=[O:15])[CH:11]=[CH:12][C:7]=1[O:6][CH2:5][C:4]([OH:27])=[O:3]. (4) Given the reactants [CH3:1][N:2]1[C:10]2[C:5](=[CH:6][C:7](N)=[CH:8][CH:9]=2)[CH:4]=[N:3]1.S(=O)(=O)(O)O.N([O-])=O.[Na+].[I-:21].[Na+].[OH-].[Na+], predict the reaction product. The product is: [I:21][C:7]1[CH:6]=[C:5]2[C:10](=[CH:9][CH:8]=1)[N:2]([CH3:1])[N:3]=[CH:4]2. (5) Given the reactants [F:1][C:2]1[CH:10]=[C:9]2[C:5]([C:6]([C:12]3[N:13]=[C:14]4[C:20]([C:21](O)=[O:22])=[CH:19][N:18]([CH2:24][O:25][CH2:26][CH2:27][Si:28]([CH3:31])([CH3:30])[CH3:29])[C:15]4=[N:16][CH:17]=3)=[N:7][N:8]2[CH3:11])=[CH:4][CH:3]=1.[NH2:32][C@@H:33]([CH2:36][CH2:37][S:38][CH3:39])[CH2:34][OH:35].CN(C(ON1N=NC2C=CC=NC1=2)=[N+](C)C)C.F[P-](F)(F)(F)(F)F.C(N(CC)C(C)C)(C)C, predict the reaction product. The product is: [OH:35][CH2:34][C@@H:33]([NH:32][C:21]([C:20]1[C:14]2[C:15](=[N:16][CH:17]=[C:12]([C:6]3[C:5]4[C:9](=[CH:10][C:2]([F:1])=[CH:3][CH:4]=4)[N:8]([CH3:11])[N:7]=3)[N:13]=2)[N:18]([CH2:24][O:25][CH2:26][CH2:27][Si:28]([CH3:29])([CH3:30])[CH3:31])[CH:19]=1)=[O:22])[CH2:36][CH2:37][S:38][CH3:39].